Dataset: Forward reaction prediction with 1.9M reactions from USPTO patents (1976-2016). Task: Predict the product of the given reaction. (1) The product is: [Cl:1][C:2]1[CH:3]=[C:4]([NH:16][C:17]2[N:22]=[CH:21][N:20]=[C:19]([NH:23][C:2]3[CH:3]=[C:4]([NH:16][C:37](=[O:38])/[CH:36]=[CH:35]/[CH2:34][N:33]([CH3:40])[CH3:32])[CH:5]=[CH:6][CH:7]=3)[CH:18]=2)[CH:5]=[CH:6][C:7]=1[O:8][CH2:9][C:10]1[CH:15]=[CH:14][CH:13]=[CH:12][N:11]=1. Given the reactants [Cl:1][C:2]1[CH:3]=[C:4]([NH:16][C:17]2[N:22]=[CH:21][N:20]=[C:19]([NH:23]NC3C=CC=CC=3)[CH:18]=2)[CH:5]=[CH:6][C:7]=1[O:8][CH2:9][C:10]1[CH:15]=[CH:14][CH:13]=[CH:12][N:11]=1.Cl.[CH3:32][N:33]([CH3:40])[CH2:34]/[CH:35]=[CH:36]/[C:37](Cl)=[O:38].C(=O)(O)[O-].[Na+], predict the reaction product. (2) The product is: [CH:24]1([NH:27][C:19](=[O:21])[C:18]2[CH:22]=[CH:23][C:15]([O:14][CH2:13][C:3]3[C:4]([C:7]4[CH:8]=[CH:9][CH:10]=[CH:11][CH:12]=4)=[N:5][O:6][C:2]=3[CH3:1])=[N:16][CH:17]=2)[CH2:26][CH2:25]1. Given the reactants [CH3:1][C:2]1[O:6][N:5]=[C:4]([C:7]2[CH:12]=[CH:11][CH:10]=[CH:9][CH:8]=2)[C:3]=1[CH2:13][O:14][C:15]1[CH:23]=[CH:22][C:18]([C:19]([OH:21])=O)=[CH:17][N:16]=1.[CH:24]1([NH2:27])[CH2:26][CH2:25]1, predict the reaction product. (3) The product is: [S:1]1[C:5]2[CH:6]=[CH:7][CH:8]=[CH:9][C:4]=2[N:3]=[C:2]1[N:10]1[C:14](=[O:15])[C:13](=[CH:24][N:25]([CH3:27])[CH3:26])[C:12]([C:16]2[S:17][C:18]([Br:21])=[CH:19][CH:20]=2)=[N:11]1. Given the reactants [S:1]1[C:5]2[CH:6]=[CH:7][CH:8]=[CH:9][C:4]=2[N:3]=[C:2]1[N:10]1[C:14](=[O:15])[CH:13]=[C:12]([C:16]2[S:17][C:18]([Br:21])=[CH:19][CH:20]=2)[NH:11]1.CO[CH:24](OC)[N:25]([CH3:27])[CH3:26], predict the reaction product. (4) The product is: [ClH:25].[CH2:23]([O:22][C:20](=[O:21])[C:16]1[CH:17]=[CH:18][CH:19]=[C:14]([CH:11]2[CH2:10][CH2:9][NH:8][CH2:13][CH2:12]2)[CH:15]=1)[CH3:24]. Given the reactants C(OC([N:8]1[CH2:13][CH2:12][CH:11]([C:14]2[CH:19]=[CH:18][CH:17]=[C:16]([C:20]([O:22][CH2:23][CH3:24])=[O:21])[CH:15]=2)[CH2:10][CH2:9]1)=O)(C)(C)C.[ClH:25].O1CCOCC1, predict the reaction product. (5) Given the reactants [Br:1][C:2]1[CH:7]=[C:6]([C:8]([O:10][CH3:11])=[O:9])[CH:5]=[CH:4][C:3]=1[CH:12]([S:18]([OH:21])(=[O:20])=[O:19])[CH2:13][C:14]([O:16][CH3:17])=[O:15].C(OC(=O)C)(=O)C.[N:29]1[CH:34]=[CH:33][CH:32]=[CH:31][CH:30]=1, predict the reaction product. The product is: [Br:1][C:2]1[CH:7]=[C:6]([C:8]([O:10][CH3:11])=[O:9])[CH:5]=[CH:4][C:3]=1[CH:12]([S:18]([OH:21])(=[O:19])=[O:20])[CH2:13][C:14]([O:16][CH3:17])=[O:15].[N:29]1[CH:34]=[CH:33][CH:32]=[CH:31][CH:30]=1. (6) Given the reactants C(OC(=O)[NH:7][C:8]1[S:9][C:10]([CH2:13][CH2:14][NH:15][C:16]2[C:17]3[S:24][CH:23]=[CH:22][C:18]=3[N:19]=[CH:20][N:21]=2)=[CH:11][N:12]=1)(C)(C)C.Cl, predict the reaction product. The product is: [NH2:7][C:8]1[S:9][C:10]([CH2:13][CH2:14][NH:15][C:16]2[C:17]3[S:24][CH:23]=[CH:22][C:18]=3[N:19]=[CH:20][N:21]=2)=[CH:11][N:12]=1.